Dataset: Full USPTO retrosynthesis dataset with 1.9M reactions from patents (1976-2016). Task: Predict the reactants needed to synthesize the given product. (1) Given the product [C:41]([O:40][C:38](=[O:39])[NH:1][C@@H:2]1[CH2:7][CH2:6][CH2:5][CH2:4][C@@H:3]1[NH:8][C:9]1[N:10]=[CH:11][C:12]2[C:18](=[O:19])[NH:17][CH:16]=[C:15]([C:20]3[CH:21]=[N:22][N:23]([CH3:25])[CH:24]=3)[C:13]=2[N:14]=1)([CH3:44])([CH3:43])[CH3:42], predict the reactants needed to synthesize it. The reactants are: [NH2:1][C@H:2]1[CH2:7][CH2:6][CH2:5][CH2:4][C@H:3]1[NH:8][C:9]1[N:10]=[CH:11][C:12]2[C:18](=[O:19])[NH:17][CH:16]=[C:15]([C:20]3[CH:21]=[N:22][N:23]([CH3:25])[CH:24]=3)[C:13]=2[N:14]=1.O1CCCC1.C(N(CC)CC)C.[C:38](O[C:38]([O:40][C:41]([CH3:44])([CH3:43])[CH3:42])=[O:39])([O:40][C:41]([CH3:44])([CH3:43])[CH3:42])=[O:39]. (2) The reactants are: [C:1]([C:4]1[CH:17]=[CH:16][C:15]2[C:14]3[C:9](=[CH:10][CH:11]=[CH:12][CH:13]=3)[CH:8]=[CH:7][C:6]=2[CH:5]=1)(O)=[O:2].S(Cl)(Cl)=O.[NH:22]1[CH2:27][CH2:26][NH:25][CH:24]([C:28]([OH:30])=[O:29])[CH:23]1[C:31]([OH:33])=[O:32].[OH-].[Na+].Cl. Given the product [CH:5]1[C:6]2[CH:7]=[CH:8][C:9]3[C:14](=[CH:13][CH:12]=[CH:11][CH:10]=3)[C:15]=2[CH:16]=[CH:17][C:4]=1[C:1]([N:22]1[CH2:27][CH2:26][NH:25][C@H:24]([C:28]([OH:30])=[O:29])[C@@H:23]1[C:31]([OH:33])=[O:32])=[O:2], predict the reactants needed to synthesize it. (3) Given the product [O:1]1[CH2:7][CH2:6][CH2:5][O:4][C:3]2[CH:8]=[C:9]([C:12]3[C:17]([CH:18]([CH2:23][CH2:24][CH3:25])[C:19]([OH:21])=[O:20])=[C:16]([CH3:26])[N:15]=[C:14]([C:27]4[CH:28]=[CH:29][CH:30]=[CH:31][CH:32]=4)[N:13]=3)[CH:10]=[CH:11][C:2]1=2, predict the reactants needed to synthesize it. The reactants are: [O:1]1[CH2:7][CH2:6][CH2:5][O:4][C:3]2[CH:8]=[C:9]([C:12]3[C:17]([CH:18]([CH2:23][CH2:24][CH3:25])[C:19]([O:21]C)=[O:20])=[C:16]([CH3:26])[N:15]=[C:14]([C:27]4[CH:32]=[CH:31][CH:30]=[CH:29][CH:28]=4)[N:13]=3)[CH:10]=[CH:11][C:2]1=2.[OH-].[Na+]. (4) Given the product [Br:1][C:2]1[CH:3]=[C:4]2[C:9](=[CH:10][CH:11]=1)[C:8]([N:13]1[CH2:18][CH2:17][O:16][CH2:15][CH2:14]1)=[CH:7][CH2:6][CH2:5]2, predict the reactants needed to synthesize it. The reactants are: [Br:1][C:2]1[CH:3]=[C:4]2[C:9](=[CH:10][CH:11]=1)[C:8](=O)[CH2:7][CH2:6][CH2:5]2.[NH:13]1[CH2:18][CH2:17][O:16][CH2:15][CH2:14]1. (5) Given the product [O:8]=[C:1]([C:2]1[CH:7]=[CH:6][CH:5]=[CH:4][CH:3]=1)[C:9]([O:11][CH2:17][C:14]([CH2:19][O:20][CH2:21][CH:22]=[CH2:23])([CH2:15][O:16][C:9](=[O:10])[C:1](=[O:8])[C:33]1[CH:34]=[CH:35][CH:36]=[CH:37][CH:38]=1)[CH2:13][CH3:12])=[O:10], predict the reactants needed to synthesize it. The reactants are: [C:1]([C:9]([OH:11])=[O:10])(=[O:8])[C:2]1[CH:7]=[CH:6][CH:5]=[CH:4][CH:3]=1.[CH3:12][CH2:13][C:14]([CH2:19][O:20][CH2:21][CH:22]=[CH2:23])([CH2:17]O)[CH2:15][OH:16].[CH:33]1(N=C=N[CH:33]2[CH2:38][CH2:37][CH2:36][CH2:35][CH2:34]2)[CH2:38][CH2:37][CH2:36][CH2:35][CH2:34]1. (6) Given the product [CH2:7]([O:6][C:5](=[O:14])[NH:4][CH2:3][C:2]1[N:18]2[C:19](=[O:31])[C:20]3[NH:21][CH:22]=[N:23][C:24]=3[N:25]([CH2:26][CH2:27][CH2:28][CH2:29][CH3:30])[C:17]2=[N:16][N:15]=1)[C:8]1[CH:13]=[CH:12][CH:11]=[CH:10][CH:9]=1, predict the reactants needed to synthesize it. The reactants are: O=[C:2]([NH:15]/[N:16]=[C:17]1\[NH:18][C:19](=[O:31])[C:20]2[NH:21][CH:22]=[N:23][C:24]=2[N:25]\1[CH2:26][CH2:27][CH2:28][CH2:29][CH3:30])[CH2:3][NH:4][C:5](=[O:14])[O:6][CH2:7][C:8]1[CH:13]=[CH:12][CH:11]=[CH:10][CH:9]=1.